The task is: Predict the reaction yield, written as a fraction of the theoretical maximum amount of product (1.0 means a 100% yield; for example, 0.34 means a 34% yield).. This data is from Reaction yield outcomes from USPTO patents with 853,638 reactions. (1) The reactants are [NH2:1][C:2]1[N:12]([C:13]2[CH:18]=[CH:17][C:16]([CH2:19][CH2:20][NH:21][C:22]([NH:24][S:25]([C:28]3[CH:33]=[CH:32][C:31]([CH3:34])=[CH:30][CH:29]=3)(=[O:27])=[O:26])=[O:23])=[CH:15][CH:14]=2)[C:5]2=[N:6][C:7]([CH3:11])=[CH:8][C:9]([CH3:10])=[C:4]2[N:3]=1.[CH3:35][C:36](OC(C)=O)=[O:37]. The catalyst is N1C=CC=CC=1. The product is [CH3:11][C:7]1[N:6]=[C:5]2[N:12]([C:13]3[CH:14]=[CH:15][C:16]([CH2:19][CH2:20][NH:21][C:22]([NH:24][S:25]([C:28]4[CH:33]=[CH:32][C:31]([CH3:34])=[CH:30][CH:29]=4)(=[O:27])=[O:26])=[O:23])=[CH:17][CH:18]=3)[C:2]([NH:1][C:36](=[O:37])[CH3:35])=[N:3][C:4]2=[C:9]([CH3:10])[CH:8]=1. The yield is 0.0500. (2) The reactants are Br[C:2]1[CH:7]=[CH:6][C:5]([F:8])=[CH:4][CH:3]=1.[Cl:9][C:10]1[CH:16]=[C:15]([F:17])[CH:14]=[CH:13][C:11]=1[NH2:12].CC(C)([O-])C.[Na+]. The catalyst is C1C=CC(/C=C/C(/C=C/C2C=CC=CC=2)=O)=CC=1.C1C=CC(/C=C/C(/C=C/C2C=CC=CC=2)=O)=CC=1.C1C=CC(/C=C/C(/C=C/C2C=CC=CC=2)=O)=CC=1.[Pd].[Pd].CC1(C)C2C(=C(P(C3C=CC=CC=3)C3C=CC=CC=3)C=CC=2)OC2C(P(C3C=CC=CC=3)C3C=CC=CC=3)=CC=CC1=2.C1(C)C=CC=CC=1. The product is [Cl:9][C:10]1[CH:16]=[C:15]([F:17])[CH:14]=[CH:13][C:11]=1[NH:12][C:2]1[CH:7]=[CH:6][C:5]([F:8])=[CH:4][CH:3]=1. The yield is 0.680.